This data is from Reaction yield outcomes from USPTO patents with 853,638 reactions. The task is: Predict the reaction yield, written as a fraction of the theoretical maximum amount of product (1.0 means a 100% yield; for example, 0.34 means a 34% yield). (1) The reactants are [Br:1][C:2]1[CH:3]=[C:4]([CH2:8][N:9]2C(=O)C3C(=CC=CC=3)C2=O)[CH:5]=[N:6][CH:7]=1.O.NN. The catalyst is CCO. The product is [Br:1][C:2]1[CH:3]=[C:4]([CH2:8][NH2:9])[CH:5]=[N:6][CH:7]=1. The yield is 0.977. (2) The reactants are [CH2:1]([O:3][P:4](/[CH:9]=[CH:10]\[C:11]1[C:12]([O:22][CH2:23][C:24]2[CH:47]=[CH:46][C:27]([O:28][CH2:29][C:30]3[N:31]=[C:32]([C:36]4[CH:37]=[C:38]([CH:43]=[CH:44][CH:45]=4)[C:39]([O:41]C)=[O:40])[O:33][C:34]=3[CH3:35])=[C:26]([O:48][CH3:49])[CH:25]=2)=[N:13][N:14]([C:16]2[CH:21]=[CH:20][CH:19]=[CH:18][CH:17]=2)[CH:15]=1)([O:6][CH2:7][CH3:8])=[O:5])[CH3:2].O1CCCC1.[OH-].[Na+].Cl. The catalyst is O.CO. The product is [CH2:7]([O:6][P:4](/[CH:9]=[CH:10]\[C:11]1[C:12]([O:22][CH2:23][C:24]2[CH:47]=[CH:46][C:27]([O:28][CH2:29][C:30]3[N:31]=[C:32]([C:36]4[CH:37]=[C:38]([CH:43]=[CH:44][CH:45]=4)[C:39]([OH:41])=[O:40])[O:33][C:34]=3[CH3:35])=[C:26]([O:48][CH3:49])[CH:25]=2)=[N:13][N:14]([C:16]2[CH:17]=[CH:18][CH:19]=[CH:20][CH:21]=2)[CH:15]=1)([O:3][CH2:1][CH3:2])=[O:5])[CH3:8]. The yield is 0.930. (3) The reactants are [F:1][C:2]([F:32])([F:31])[C:3]1[CH:8]=[CH:7][C:6](/[CH:9]=[CH:10]/[C:11]([O:13]CC)=[O:12])=[CH:5][C:4]=1[C:16]1[CH:25]=[C:24]2[C:19]([C:20]([CH3:29])([CH3:28])[CH2:21][CH2:22][C:23]2([CH3:27])[CH3:26])=[CH:18][C:17]=1[CH3:30].[OH-].[K+].Cl. The catalyst is CO.O. The product is [F:1][C:2]([F:31])([F:32])[C:3]1[CH:8]=[CH:7][C:6](/[CH:9]=[CH:10]/[C:11]([OH:13])=[O:12])=[CH:5][C:4]=1[C:16]1[CH:25]=[C:24]2[C:19]([C:20]([CH3:28])([CH3:29])[CH2:21][CH2:22][C:23]2([CH3:27])[CH3:26])=[CH:18][C:17]=1[CH3:30]. The yield is 0.880. (4) The reactants are [OH:1][CH2:2][CH2:3][CH:4]1[CH2:12][C:11]2[C:6](=[CH:7][CH:8]=[C:9]([O:13][CH3:14])[CH:10]=2)[C:5]1=[O:15].[CH:16]([C:18]([CH2:20][CH3:21])=[O:19])=[CH2:17].C[O-].[Na+]. The catalyst is CO.CCOC(C)=O. The product is [OH:1][CH2:2][CH2:3][C:4]1([CH2:17][CH2:16][C:18](=[O:19])[CH2:20][CH3:21])[CH2:12][C:11]2[C:6](=[CH:7][CH:8]=[C:9]([O:13][CH3:14])[CH:10]=2)[C:5]1=[O:15]. The yield is 0.930. (5) The reactants are C(Cl)(=O)C(Cl)=O.CS(C)=O.[CH3:11][O:12][C:13](=[O:29])[CH2:14][O:15][CH2:16][CH2:17][CH2:18][CH2:19][N:20]1[C:25](=[O:26])[CH2:24][CH2:23][CH2:22][C@@H:21]1[CH2:27][OH:28].C(N(CC)CC)C.C([O-])(O)=O.[Na+]. The catalyst is C(Cl)Cl. The product is [CH3:11][O:12][C:13](=[O:29])[CH2:14][O:15][CH2:16][CH2:17][CH2:18][CH2:19][N:20]1[C:25](=[O:26])[CH2:24][CH2:23][CH2:22][C@@H:21]1[CH:27]=[O:28]. The yield is 0.400.